From a dataset of Catalyst prediction with 721,799 reactions and 888 catalyst types from USPTO. Predict which catalyst facilitates the given reaction. (1) Reactant: [Cl:1][C:2]1[C:6]([Cl:7])=[C:5]([CH3:8])[NH:4][C:3]=1[C:9]([NH:11][CH:12]1[CH2:17][CH2:16][N:15]([C:18]2[N:23]=[C:22]([S:24][CH:25]([CH3:27])[CH3:26])[N:21]=[C:20]([C:28]([OH:30])=O)[CH:19]=2)[CH2:14][CH2:13]1)=[O:10].N.C[N:33](C(ON1N=NC2C=CC=NC1=2)=[N+](C)C)C.F[P-](F)(F)(F)(F)F. Product: [Cl:1][C:2]1[C:6]([Cl:7])=[C:5]([CH3:8])[NH:4][C:3]=1[C:9]([NH:11][CH:12]1[CH2:17][CH2:16][N:15]([C:18]2[N:23]=[C:22]([S:24][CH:25]([CH3:27])[CH3:26])[N:21]=[C:20]([C:28]([NH2:33])=[O:30])[CH:19]=2)[CH2:14][CH2:13]1)=[O:10]. The catalyst class is: 173. (2) Reactant: [OH:1][C:2]1[CH:20]=[CH:19][C:5]([C:6]2[C:15](=[O:16])[C:14]3[C:9](=[C:10]([CH3:18])[C:11]([OH:17])=[CH:12][CH:13]=3)[O:8][CH:7]=2)=[CH:4][CH:3]=1.[C:21](OC(=O)C)(=[O:23])[CH3:22].[CH3:28][C:29](CC(O)=O)=[O:30]. Product: [C:21]([O:1][C:2]1[CH:20]=[CH:19][C:5]([C:6]2[C:15](=[O:16])[C:14]3[C:9](=[C:10]([CH3:18])[C:11]([O:17][C:29](=[O:30])[CH3:28])=[CH:12][CH:13]=3)[O:8][CH:7]=2)=[CH:4][CH:3]=1)(=[O:23])[CH3:22]. The catalyst class is: 17. (3) Reactant: O1CCN(C([O-])=O)S1=O.[O:10]=[S:11](Cl)Cl.[OH:14][CH2:15][C@@H:16]([NH:28][C:29](=[O:35])[O:30][C:31]([CH3:34])([CH3:33])[CH3:32])[CH2:17][N:18]1[CH2:23][CH2:22][CH:21]([C:24]([F:27])([F:26])[F:25])[CH2:20][CH2:19]1.N1C=CC=CC=1. Product: [F:26][C:24]([F:25])([F:27])[CH:21]1[CH2:22][CH2:23][N:18]([CH2:17][C@H:16]2[CH2:15][O:14][S:11](=[O:10])[N:28]2[C:29]([O:30][C:31]([CH3:32])([CH3:34])[CH3:33])=[O:35])[CH2:19][CH2:20]1. The catalyst class is: 10. (4) Reactant: C([O:8][C:9]1[N:14]=[CH:13][N:12]=[C:11]([NH:15][C:16]([C:18]2[N:22]3[N:23]=[C:24](Cl)[CH:25]=[C:26]([NH:27][CH:28]4[CH2:30][CH2:29]4)[C:21]3=[N:20][CH:19]=2)=[O:17])[CH:10]=1)C1C=CC=CC=1.[C@H:32]1([NH2:39])[CH2:37][CH2:36][C@H:35]([NH2:38])[CH2:34][CH2:33]1. Product: [NH2:38][C@H:35]1[CH2:36][CH2:37][C@H:32]([NH:39][C:24]2[CH:25]=[C:26]([NH:27][CH:28]3[CH2:29][CH2:30]3)[C:21]3[N:22]([C:18]([C:16]([NH:15][C:11]4[CH:10]=[C:9]([OH:8])[N:14]=[CH:13][N:12]=4)=[O:17])=[CH:19][N:20]=3)[N:23]=2)[CH2:33][CH2:34]1. The catalyst class is: 5. (5) The catalyst class is: 317. Product: [C:25]1([O:24][C:22](=[O:23])[NH:2][C:3]2[S:4][C:5]([CH2:8][CH2:9][N:10]3[C:18](=[O:19])[C:17]4[C:12](=[CH:13][CH:14]=[CH:15][CH:16]=4)[C:11]3=[O:20])=[CH:6][N:7]=2)[CH:30]=[CH:29][CH:28]=[CH:27][CH:26]=1. Reactant: Br.[NH2:2][C:3]1[S:4][C:5]([CH2:8][CH2:9][N:10]2[C:18](=[O:19])[C:17]3[C:12](=[CH:13][CH:14]=[CH:15][CH:16]=3)[C:11]2=[O:20])=[CH:6][N:7]=1.Cl[C:22]([O:24][C:25]1[CH:30]=[CH:29][CH:28]=[CH:27][CH:26]=1)=[O:23]. (6) Reactant: [F:1][C:2]([F:13])([F:12])[C:3]1[N:7]2[CH:8]=[CH:9][N:10]=[CH:11][C:6]2=[N:5][N:4]=1.ClCCl. Product: [F:12][C:2]([F:1])([F:13])[C:3]1[N:7]2[CH2:8][CH2:9][NH:10][CH2:11][C:6]2=[N:5][N:4]=1. The catalyst class is: 63.